Dataset: Forward reaction prediction with 1.9M reactions from USPTO patents (1976-2016). Task: Predict the product of the given reaction. (1) Given the reactants [CH3:1][C:2]1([CH3:20])[C:6]([CH3:8])([CH3:7])[O:5][B:4]([C:9]2[CH:14]=[CH:13][CH:12]=[CH:11][C:10]=2[NH:15][S:16]([CH3:19])(=[O:18])=[O:17])[O:3]1.[C:21]([O-])([O-])=O.[K+].[K+].CC(C)=O.IC, predict the reaction product. The product is: [CH3:21][N:15]([C:10]1[CH:11]=[CH:12][CH:13]=[CH:14][C:9]=1[B:4]1[O:3][C:2]([CH3:20])([CH3:1])[C:6]([CH3:7])([CH3:8])[O:5]1)[S:16]([CH3:19])(=[O:18])=[O:17]. (2) Given the reactants [CH3:1][S:2][CH2:3][CH:4]1[CH2:7][N:6](C(OC(C)(C)C)=O)[CH2:5]1.[C:15]([OH:21])([C:17]([F:20])([F:19])[F:18])=[O:16], predict the reaction product. The product is: [CH3:1][S:2][CH2:3][CH:4]1[CH2:7][NH:6][CH2:5]1.[F:18][C:17]([F:20])([F:19])[C:15]([OH:21])=[O:16]. (3) Given the reactants [Cl:1][C:2]1[C:3]([F:31])=[C:4]([CH:8]2[C:12]([C:15]3[CH:20]=[CH:19][C:18]([Cl:21])=[CH:17][C:16]=3[F:22])([C:13]#[N:14])[CH:11]([CH2:23][C:24]([CH3:27])([CH3:26])[CH3:25])[NH:10][CH:9]2[C:28](O)=[O:29])[CH:5]=[CH:6][CH:7]=1.[NH2:32][C:33]1[CH:38]=[CH:37][N:36]=[C:35]([OH:39])[CH:34]=1.CN(C(ON1N=NC2C=CC=NC1=2)=[N+](C)C)C.F[P-](F)(F)(F)(F)F.CCN(C(C)C)C(C)C, predict the reaction product. The product is: [OH:39][C:35]1[CH:34]=[C:33]([NH:32][C:28]([CH:9]2[CH:8]([C:4]3[CH:5]=[CH:6][CH:7]=[C:2]([Cl:1])[C:3]=3[F:31])[C:12]([C:15]3[CH:20]=[CH:19][C:18]([Cl:21])=[CH:17][C:16]=3[F:22])([C:13]#[N:14])[CH:11]([CH2:23][C:24]([CH3:27])([CH3:26])[CH3:25])[NH:10]2)=[O:29])[CH:38]=[CH:37][N:36]=1. (4) The product is: [ClH:1].[CH3:16][CH:17]1[CH2:22][CH2:21][N:20]([CH2:2][CH2:3][CH2:4][S:5]([N:26]2[C:25]3[C:29](=[CH:10][CH:11]=[CH:23][CH:24]=3)[CH2:28][CH2:27]2)(=[O:7])=[O:6])[CH2:19][CH2:18]1. Given the reactants [Cl:1][CH2:2][CH2:3][CH2:4][S:5](Cl)(=[O:7])=[O:6].Cl[CH2:10][CH2:11]S(Cl)(=O)=O.[CH3:16][CH:17]1[CH2:22][CH2:21][NH:20][CH2:19][CH2:18]1.[CH3:23][CH:24]1[CH2:29][CH2:28][CH2:27][NH:26][CH2:25]1, predict the reaction product. (5) Given the reactants [C:1]1(B(O)O)[C:10]2[C:5](=[CH:6][CH:7]=[CH:8][CH:9]=2)[CH:4]=[CH:3][CH:2]=1.Br[C:15]1[C:16](Br)=[C:17]([CH:23]=[CH:24][C:25]=1[C:26]([O:28][CH2:29][CH3:30])=[O:27])[C:18]([O:20][CH2:21][CH3:22])=[O:19].C(=O)([O-])[O-].[K+].[K+].N#N, predict the reaction product. The product is: [C:1]1([C:24]2[CH:23]=[C:17]([C:18]([O:20][CH2:21][CH3:22])=[O:19])[C:16]([C:9]3[C:10]4[C:5](=[CH:4][CH:3]=[CH:2][CH:1]=4)[CH:6]=[CH:7][CH:8]=3)=[CH:15][C:25]=2[C:26]([O:28][CH2:29][CH3:30])=[O:27])[C:10]2[C:5](=[CH:6][CH:7]=[CH:8][CH:9]=2)[CH:4]=[CH:3][CH:2]=1. (6) Given the reactants [CH2:1]([O:8][C:9]1[CH:24]=[CH:23][C:12]([CH2:13][NH:14][CH2:15][CH2:16][C:17]2[CH:22]=[CH:21][CH:20]=[CH:19][N:18]=2)=[CH:11][C:10]=1[C:25](OCC1C=CC=CC=1)=[O:26])[C:2]1[CH:7]=[CH:6][CH:5]=[CH:4][CH:3]=1.[H-].[H-].[H-].[H-].[Li+].[Al+3], predict the reaction product. The product is: [CH2:1]([O:8][C:9]1[CH:24]=[CH:23][C:12]([CH2:13][NH:14][CH2:15][CH2:16][C:17]2[CH:22]=[CH:21][CH:20]=[CH:19][N:18]=2)=[CH:11][C:10]=1[CH2:25][OH:26])[C:2]1[CH:7]=[CH:6][CH:5]=[CH:4][CH:3]=1.